From a dataset of Full USPTO retrosynthesis dataset with 1.9M reactions from patents (1976-2016). Predict the reactants needed to synthesize the given product. The reactants are: [NH2:1][C:2]12[CH2:9][CH:8]3[CH2:10][C:4]([C:11]([NH2:13])=[O:12])([CH2:5][CH:6]1[CH2:7]3)[CH2:3]2.[Br:14][C:15]1[CH:33]=[CH:32][C:18]([CH2:19][CH:20]2[C:25]([CH3:27])([CH3:26])[O:24][C:23](OC)=[N:22][S:21]2(=[O:31])=[O:30])=[C:17]([F:34])[CH:16]=1. Given the product [Br:14][C:15]1[CH:33]=[CH:32][C:18]([CH2:19][C@@H:20]2[C:25]([CH3:27])([CH3:26])[O:24][C:23]([NH:1][C:2]34[CH2:9][CH:8]5[CH2:10][C:4]([C:11]([NH2:13])=[O:12])([CH2:5][CH:6]3[CH2:7]5)[CH2:3]4)=[N:22][S:21]2(=[O:31])=[O:30])=[C:17]([F:34])[CH:16]=1, predict the reactants needed to synthesize it.